This data is from Peptide-MHC class I binding affinity with 185,985 pairs from IEDB/IMGT. The task is: Regression. Given a peptide amino acid sequence and an MHC pseudo amino acid sequence, predict their binding affinity value. This is MHC class I binding data. The peptide sequence is ALRRELQSF. The MHC is HLA-A24:02 with pseudo-sequence HLA-A24:02. The binding affinity (normalized) is 0.0437.